From a dataset of Full USPTO retrosynthesis dataset with 1.9M reactions from patents (1976-2016). Predict the reactants needed to synthesize the given product. (1) Given the product [CH3:27][C:25]([C:28]1[CH:29]=[C:30]([CH:33]=[CH:34][CH:35]=1)[C:31]#[N:32])([CH3:26])[CH:24]=[O:23], predict the reactants needed to synthesize it. The reactants are: CC(OI1(OC(C)=O)(OC(C)=O)OC(=O)C2C=CC=CC1=2)=O.[OH:23][CH2:24][C:25]([C:28]1[CH:29]=[C:30]([CH:33]=[CH:34][CH:35]=1)[C:31]#[N:32])([CH3:27])[CH3:26].C(=O)(O)[O-].[Na+].C(OCC)(=O)C. (2) Given the product [C:1]([O:5][C:6]([N:8]1[CH2:12][C@H:11]([O:13][CH3:18])[C@@H:10]([N:14]=[N+:15]=[N-:16])[CH2:9]1)=[O:7])([CH3:4])([CH3:2])[CH3:3], predict the reactants needed to synthesize it. The reactants are: [C:1]([O:5][C:6]([N:8]1[CH2:12][C@H:11]([OH:13])[C@@H:10]([N:14]=[N+:15]=[N-:16])[CH2:9]1)=[O:7])([CH3:4])([CH3:3])[CH3:2].I[CH3:18].